From a dataset of Full USPTO retrosynthesis dataset with 1.9M reactions from patents (1976-2016). Predict the reactants needed to synthesize the given product. (1) The reactants are: [CH3:1][C:2]1[CH:26]=[CH:25][C:5]2[N:6]3[CH:24]=[CH:23][CH:22]=[C:7]3[C:8]3([CH2:14][CH2:13][N:12]([C:15]([O:17][C:18]([CH3:21])([CH3:20])[CH3:19])=[O:16])[CH2:11][CH2:10]3)[O:9][C:4]=2[CH:3]=1.Cl[S:28](N=C=O)(=[O:30])=[O:29].C[N:35]([CH:37]=[O:38])C.C1C[O:42][CH2:41]C1. Given the product [CH3:41][O:42][S:28]([NH:35][C:37]([C:24]1[N:6]2[C:7]([C:8]3([CH2:14][CH2:13][N:12]([C:15]([O:17][C:18]([CH3:21])([CH3:19])[CH3:20])=[O:16])[CH2:11][CH2:10]3)[O:9][C:4]3[CH:3]=[C:2]([CH3:1])[CH:26]=[CH:25][C:5]=32)=[CH:22][CH:23]=1)=[O:38])(=[O:29])=[O:30], predict the reactants needed to synthesize it. (2) Given the product [OH:10][CH2:11][CH2:12][CH2:13][CH2:14][S:15][C:16]1[CH:17]=[C:18]([CH:21]=[CH:22][CH:23]=1)[CH2:19][NH2:20], predict the reactants needed to synthesize it. The reactants are: [H-].[Al+3].[Li+].[H-].[H-].[H-].C([O:10][CH2:11][CH2:12][CH2:13][CH2:14][S:15][C:16]1[CH:17]=[C:18]([CH:21]=[CH:22][CH:23]=1)[C:19]#[N:20])(=O)C.C(O)C.S([O-])([O-])(=O)=O.[Na+].[Na+].